Dataset: NCI-60 drug combinations with 297,098 pairs across 59 cell lines. Task: Regression. Given two drug SMILES strings and cell line genomic features, predict the synergy score measuring deviation from expected non-interaction effect. (1) Drug 1: CCC1=CC2CC(C3=C(CN(C2)C1)C4=CC=CC=C4N3)(C5=C(C=C6C(=C5)C78CCN9C7C(C=CC9)(C(C(C8N6C)(C(=O)OC)O)OC(=O)C)CC)OC)C(=O)OC.C(C(C(=O)O)O)(C(=O)O)O. Drug 2: CC1OCC2C(O1)C(C(C(O2)OC3C4COC(=O)C4C(C5=CC6=C(C=C35)OCO6)C7=CC(=C(C(=C7)OC)O)OC)O)O. Cell line: MDA-MB-231. Synergy scores: CSS=38.0, Synergy_ZIP=-13.7, Synergy_Bliss=-5.00, Synergy_Loewe=-8.86, Synergy_HSA=-0.0106. (2) Drug 1: C1CN1C2=NC(=NC(=N2)N3CC3)N4CC4. Drug 2: B(C(CC(C)C)NC(=O)C(CC1=CC=CC=C1)NC(=O)C2=NC=CN=C2)(O)O. Cell line: SF-268. Synergy scores: CSS=40.8, Synergy_ZIP=-8.05, Synergy_Bliss=-2.22, Synergy_Loewe=-3.77, Synergy_HSA=0.442. (3) Drug 1: CC1=C(C=C(C=C1)NC(=O)C2=CC=C(C=C2)CN3CCN(CC3)C)NC4=NC=CC(=N4)C5=CN=CC=C5. Drug 2: CC12CCC3C(C1CCC2O)C(CC4=C3C=CC(=C4)O)CCCCCCCCCS(=O)CCCC(C(F)(F)F)(F)F. Cell line: CCRF-CEM. Synergy scores: CSS=-4.75, Synergy_ZIP=2.18, Synergy_Bliss=2.39, Synergy_Loewe=-8.62, Synergy_HSA=-4.89. (4) Drug 1: CCC1(CC2CC(C3=C(CCN(C2)C1)C4=CC=CC=C4N3)(C5=C(C=C6C(=C5)C78CCN9C7C(C=CC9)(C(C(C8N6C=O)(C(=O)OC)O)OC(=O)C)CC)OC)C(=O)OC)O.OS(=O)(=O)O. Drug 2: C#CCC(CC1=CN=C2C(=N1)C(=NC(=N2)N)N)C3=CC=C(C=C3)C(=O)NC(CCC(=O)O)C(=O)O. Cell line: OVCAR-8. Synergy scores: CSS=57.0, Synergy_ZIP=1.34, Synergy_Bliss=-1.21, Synergy_Loewe=-10.3, Synergy_HSA=-0.951. (5) Drug 1: CN1C2=C(C=C(C=C2)N(CCCl)CCCl)N=C1CCCC(=O)O.Cl. Drug 2: CC1=C(C(=O)C2=C(C1=O)N3CC4C(C3(C2COC(=O)N)OC)N4)N. Cell line: MCF7. Synergy scores: CSS=16.2, Synergy_ZIP=-6.58, Synergy_Bliss=-1.86, Synergy_Loewe=-17.2, Synergy_HSA=-0.951.